The task is: Predict the reactants needed to synthesize the given product.. This data is from Full USPTO retrosynthesis dataset with 1.9M reactions from patents (1976-2016). Given the product [OH:49][C@H:25]([CH2:24][O:23][C:22]1[CH:50]=[CH:51][C:19]([OH:18])=[CH:20][CH:21]=1)[CH2:26][NH:27][CH2:28][CH2:29][C:30]1[CH:35]=[CH:34][C:33]([N:36]2[C:40]3=[N:41][CH:42]=[CH:43][CH:44]=[C:39]3[N:38]([C:45]([CH3:47])=[CH2:46])[C:37]2=[O:48])=[CH:32][CH:31]=1, predict the reactants needed to synthesize it. The reactants are: [Si]([O:18][C:19]1[CH:51]=[CH:50][C:22]([O:23][CH2:24][C@@H:25]([OH:49])[CH2:26][NH:27][CH2:28][CH2:29][C:30]2[CH:35]=[CH:34][C:33]([N:36]3[C:40]4=[N:41][CH:42]=[CH:43][CH:44]=[C:39]4[N:38]([C:45]([CH3:47])=[CH2:46])[C:37]3=[O:48])=[CH:32][CH:31]=2)=[CH:21][CH:20]=1)(C(C)(C)C)(C1C=CC=CC=1)C1C=CC=CC=1.